This data is from Full USPTO retrosynthesis dataset with 1.9M reactions from patents (1976-2016). The task is: Predict the reactants needed to synthesize the given product. (1) Given the product [O:1]([C:8]1[CH:23]=[CH:22][C:11]([O:12][C:13]2[C:14]3[N:21]([CH:25]4[CH2:26][N:27]([C:29]([O:31][C:32]([CH3:35])([CH3:34])[CH3:33])=[O:30])[CH2:28]4)[CH:20]=[CH:19][C:15]=3[N:16]=[CH:17][N:18]=2)=[CH:10][CH:9]=1)[C:2]1[CH:7]=[CH:6][CH:5]=[CH:4][CH:3]=1, predict the reactants needed to synthesize it. The reactants are: [O:1]([C:8]1[CH:23]=[CH:22][C:11]([O:12][C:13]2[C:14]3[NH:21][CH:20]=[CH:19][C:15]=3[N:16]=[CH:17][N:18]=2)=[CH:10][CH:9]=1)[C:2]1[CH:7]=[CH:6][CH:5]=[CH:4][CH:3]=1.Br[CH:25]1[CH2:28][N:27]([C:29]([O:31][C:32]([CH3:35])([CH3:34])[CH3:33])=[O:30])[CH2:26]1.CC(C)([O-])C.[Na+]. (2) Given the product [C:51]([OH:60])(=[O:59])[CH:52]([CH:54]([C:56]([OH:58])=[O:57])[OH:55])[OH:53].[CH3:1][CH2:2][CH:3]([N:5]1[N:10]=[CH:9][N:8]([C:11]2[CH:16]=[CH:15][C:14]([N:17]3[CH2:22][CH2:21][N:20]([C:23]4[CH:28]=[CH:27][C:26]([O:29][CH2:30][C@@H:31]5[O:35][C@:34]([C:42]6[CH:43]=[CH:44][C:45]([Cl:49])=[CH:46][C:47]=6[Cl:48])([CH2:36][N:37]6[N:41]=[CH:40][N:39]=[CH:38]6)[O:33][CH2:32]5)=[CH:25][CH:24]=4)[CH2:19][CH2:18]3)=[CH:13][CH:12]=2)[C:6]1=[O:7])[CH3:4].[ClH:50], predict the reactants needed to synthesize it. The reactants are: [CH3:1][CH2:2][CH:3]([N:5]1[N:10]=[CH:9][N:8]([C:11]2[CH:12]=[CH:13][C:14]([N:17]3[CH2:22][CH2:21][N:20]([C:23]4[CH:24]=[CH:25][C:26]([O:29][CH2:30][C@@H:31]5[O:35][C@:34]([C:42]6[CH:43]=[CH:44][C:45]([Cl:49])=[CH:46][C:47]=6[Cl:48])([CH2:36][N:37]6[N:41]=[CH:40][N:39]=[CH:38]6)[O:33][CH2:32]5)=[CH:27][CH:28]=4)[CH2:19][CH2:18]3)=[CH:15][CH:16]=2)[C:6]1=[O:7])[CH3:4].[ClH:50].[C:51]([OH:60])(=[O:59])[CH:52]([CH:54]([C:56]([OH:58])=[O:57])[OH:55])[OH:53]. (3) Given the product [N:19]1([CH:13]([C:14]2[CH:18]=[CH:17][S:16][CH:15]=2)[C:12]([NH:11][C:8]2[CH:9]=[C:10]3[C:5](=[CH:6][CH:7]=2)[NH:4][N:3]=[C:2]3[C:33]2[CH:38]=[CH:37][C:36]([NH:39][CH:40]3[CH2:41][CH2:42][O:43][CH2:44][CH2:45]3)=[CH:35][CH:34]=2)=[O:24])[CH2:23][CH2:22][CH2:21][CH2:20]1, predict the reactants needed to synthesize it. The reactants are: I[C:2]1[C:10]2[C:5](=[CH:6][CH:7]=[C:8]([NH:11][C:12](=[O:24])[CH:13]([N:19]3[CH2:23][CH2:22][CH2:21][CH2:20]3)[C:14]3[CH:18]=[CH:17][S:16][CH:15]=3)[CH:9]=2)[NH:4][N:3]=1.CC1(C)C(C)(C)OB([C:33]2[CH:38]=[CH:37][C:36]([NH:39][CH:40]3[CH2:45][CH2:44][O:43][CH2:42][CH2:41]3)=[CH:35][CH:34]=2)O1.C([O-])([O-])=O.[Na+].[Na+]. (4) Given the product [CH2:19]([O:11][C:3]1[C:2]([F:1])=[C:7]([F:8])[CH:6]=[C:5]([F:9])[C:4]=1[F:10])[CH2:20][CH2:21][CH2:22][CH2:23][CH2:24][CH2:25][CH3:26], predict the reactants needed to synthesize it. The reactants are: [F:1][C:2]1[C:7]([F:8])=[CH:6][C:5]([F:9])=[C:4]([F:10])[C:3]=1[OH:11].C(=O)([O-])[O-].[K+].[K+].Br[CH2:19][CH2:20][CH2:21][CH2:22][CH2:23][CH2:24][CH2:25][CH3:26].O. (5) Given the product [C:1](=[O:13])([S:11][CH3:12])[O:2][CH2:3][O:5][C:6](=[O:10])[C:7]([CH3:15])([CH3:9])[CH3:8], predict the reactants needed to synthesize it. The reactants are: [C:1](=[O:13])([S:11][CH3:12])[O:2][CH:3]([O:5][C:6](=[O:10])[CH:7]([CH3:9])[CH3:8])C.Cl[C:15](OCCl)=O.C(O)(=O)C(C)(C)C. (6) Given the product [O:1]=[C:2]1[CH2:7][CH2:6][CH:5]([C:8]([OH:10])=[O:9])[CH2:4][CH2:3]1, predict the reactants needed to synthesize it. The reactants are: [OH:1][C:2]1[CH2:7][CH2:6][C:5](C(OCC)=O)([C:8]([O:10]CC)=[O:9])[CH2:4][C:3]=1C(OCC)=O.Cl. (7) Given the product [BrH:37].[BrH:37].[CH3:1][N:2]([CH2:4][C:5]1[C:13]2[O:12][N:11]=[C:10]([CH2:14][CH2:15][CH:16]3[CH2:21][CH2:20][N:19]([CH2:22][CH:23]4[O:27][CH2:26][CH2:25][O:24]4)[CH2:18][CH2:17]3)[C:9]=2[CH:8]=[CH:7][C:6]=1[O:28][CH2:29][C:30]1[CH:35]=[CH:34][C:33]([F:36])=[CH:32][CH:31]=1)[CH3:3], predict the reactants needed to synthesize it. The reactants are: [CH3:1][N:2]([CH2:4][C:5]1[C:13]2[O:12][N:11]=[C:10]([CH2:14][CH2:15][CH:16]3[CH2:21][CH2:20][N:19]([CH2:22][CH:23]4[O:27][CH2:26][CH2:25][O:24]4)[CH2:18][CH2:17]3)[C:9]=2[CH:8]=[CH:7][C:6]=1[O:28][CH2:29][C:30]1[CH:35]=[CH:34][C:33]([F:36])=[CH:32][CH:31]=1)[CH3:3].[BrH:37].